From a dataset of Reaction yield outcomes from USPTO patents with 853,638 reactions. Predict the reaction yield, written as a fraction of the theoretical maximum amount of product (1.0 means a 100% yield; for example, 0.34 means a 34% yield). (1) The reactants are [Si:1]([O:8][CH2:9][C:10]1[N:11]([CH3:43])[C:12]2[C:17]([CH:18]=1)=[CH:16][C:15]1[C:19](=[N:31][CH2:32][C:33]3[CH:38]=[CH:37][C:36]([O:39][CH3:40])=[CH:35][C:34]=3[O:41][CH3:42])[CH2:20][CH2:21][CH2:22][N:23]([C:24]([O:26][C:27]([CH3:30])([CH3:29])[CH3:28])=[O:25])[C:14]=1[CH:13]=2)([C:4]([CH3:7])([CH3:6])[CH3:5])([CH3:3])[CH3:2].[CH:44]([C:53](OC)=[O:54])([C:49](OC)=[O:50])[C:45]([O:47][CH3:48])=[O:46]. The catalyst is O(C1C=CC=CC=1)C1C=CC=CC=1. The product is [Si:1]([O:8][CH2:9][C:10]1[N:11]([CH3:43])[C:12]2[CH:13]=[C:14]3[N:23]([C:24]([O:26][C:27]([CH3:30])([CH3:29])[CH3:28])=[O:25])[CH2:22][CH2:21][C:20]4[C:53]([OH:54])=[C:44]([C:45]([O:47][CH3:48])=[O:46])[C:49](=[O:50])[N:31]([CH2:32][C:33]5[CH:38]=[CH:37][C:36]([O:39][CH3:40])=[CH:35][C:34]=5[O:41][CH3:42])[C:19]=4[C:15]3=[CH:16][C:17]=2[CH:18]=1)([C:4]([CH3:5])([CH3:6])[CH3:7])([CH3:2])[CH3:3]. The yield is 0.690. (2) The reactants are [Cl:1][C:2]1[N:7]=[C:6](Cl)[CH:5]=[C:4]([C:9]2[CH:10]=[N:11][N:12]([CH3:14])[CH:13]=2)[N:3]=1.CC[N:17]([CH:21]([CH3:23])C)[CH:18]([CH3:20])C.N1CCCC1. The catalyst is CO. The product is [Cl:1][C:2]1[N:3]=[C:4]([C:9]2[CH:10]=[N:11][N:12]([CH3:14])[CH:13]=2)[CH:5]=[C:6]([N:17]2[CH2:18][CH2:20][CH2:23][CH2:21]2)[N:7]=1. The yield is 0.506. (3) The reactants are [F:1][C:2]([F:14])([F:13])[C:3]1[CH:8]=[CH:7][CH:6]=[CH:5][C:4]=1[S:9](Cl)(=[O:11])=[O:10].[NH3:15]. The catalyst is C1COCC1.C(O)C. The product is [F:1][C:2]([F:14])([F:13])[C:3]1[CH:8]=[CH:7][CH:6]=[CH:5][C:4]=1[S:9]([NH2:15])(=[O:11])=[O:10]. The yield is 0.890. (4) The reactants are [CH3:1][O:2][C:3]1[CH:8]=[CH:7][C:6]([C:9]2[CH:14]=[CH:13][N:12]=[C:11](OS(C(F)(F)F)(=O)=O)[C:10]=2[N+:23]([O-:25])=[O:24])=[C:5]([CH3:26])[CH:4]=1.[CH3:27][O:28][CH2:29][CH:30]([NH2:33])[CH2:31][CH3:32]. No catalyst specified. The product is [CH3:1][O:2][C:3]1[CH:8]=[CH:7][C:6]([C:9]2[CH:14]=[CH:13][N:12]=[C:11]([NH:33][CH:30]([CH2:29][O:28][CH3:27])[CH2:31][CH3:32])[C:10]=2[N+:23]([O-:25])=[O:24])=[C:5]([CH3:26])[CH:4]=1. The yield is 0.400. (5) The reactants are CC1C=C(N2CCN(CCOC3C=CC=CC=3)C2=O)SC=1C(O)=O.[F:25][C:26]1[CH:47]=[CH:46][C:29]([CH2:30][N:31]2[CH2:35][CH2:34][N:33]([C:36]3[S:40][C:39]([C:41]([OH:43])=O)=[C:38]([CH3:44])[CH:37]=3)[C:32]2=[O:45])=[CH:28][CH:27]=1.[CH3:48][N:49]1[CH:53]=[C:52]([CH2:54][NH2:55])[CH:51]=[N:50]1. No catalyst specified. The product is [F:25][C:26]1[CH:47]=[CH:46][C:29]([CH2:30][N:31]2[CH2:35][CH2:34][N:33]([C:36]3[S:40][C:39]([C:41]([NH:55][CH2:54][C:52]4[CH:51]=[N:50][N:49]([CH3:48])[CH:53]=4)=[O:43])=[C:38]([CH3:44])[CH:37]=3)[C:32]2=[O:45])=[CH:28][CH:27]=1. The yield is 0.760.